Dataset: Forward reaction prediction with 1.9M reactions from USPTO patents (1976-2016). Task: Predict the product of the given reaction. (1) Given the reactants Br[C:2]1[CH:3]=[C:4]2[C@@:15]3([CH2:19][O:18][C:17]([NH2:20])=[N:16]3)[C:14]3[CH:13]=[C:12](Cl)[N:11]=[C:10]([F:22])[C:9]=3[O:8][C:5]2=[CH:6][CH:7]=1.[N:23]1[CH:28]=[CH:27][CH:26]=[C:25](B(O)O)[CH:24]=1.Cl.[F:33][C:34]1([F:39])[CH2:38][CH2:37][NH:36][CH2:35]1, predict the reaction product. The product is: [F:33][C:34]1([F:39])[CH2:38][CH2:37][N:36]([C:12]2[N:11]=[C:10]([F:22])[C:9]3[O:8][C:5]4[C:4]([C@@:15]5([CH2:19][O:18][C:17]([NH2:20])=[N:16]5)[C:14]=3[CH:13]=2)=[CH:3][C:2]([C:25]2[CH:24]=[N:23][CH:28]=[CH:27][CH:26]=2)=[CH:7][CH:6]=4)[CH2:35]1. (2) Given the reactants [CH3:1][CH2:2][O:3][C:4]([CH2:6]P(OCC)(OCC)=O)=[O:5].[H-].[Na+].[CH3:17][N:18]1[CH2:25][CH:24]2[C:26](=O)[CH:20]([C@H:21]([CH3:29])[CH2:22][C@H:23]2[CH3:28])[CH2:19]1.C(OCC)(=O)C, predict the reaction product. The product is: [CH3:17][N:18]1[CH2:25][CH:24]2[C:26](=[CH:6][C:4]([O:3][CH2:2][CH3:1])=[O:5])[CH:20]([C@H:21]([CH3:29])[CH2:22][C@H:23]2[CH3:28])[CH2:19]1. (3) The product is: [CH:8]1([C:11]2[CH:12]=[C:13]([NH:20][C:21](=[O:22])[O:23][C:24]([CH3:27])([CH3:26])[CH3:25])[CH:14]=[C:15]3[C:19]=2[NH:18][CH:17]=[CH:16]3)[CH2:10][CH2:9]1. Given the reactants C(N(CC)CC)C.[CH:8]1([C:11]2[CH:12]=[C:13]([NH2:20])[CH:14]=[C:15]3[C:19]=2[NH:18][CH:17]=[CH:16]3)[CH2:10][CH2:9]1.[C:21](O[C:21]([O:23][C:24]([CH3:27])([CH3:26])[CH3:25])=[O:22])([O:23][C:24]([CH3:27])([CH3:26])[CH3:25])=[O:22], predict the reaction product. (4) Given the reactants [CH:1]1([CH2:4][O:5][C:6]2[N:11]=[C:10]([C:12]([OH:14])=O)[CH:9]=[CH:8][C:7]=2[N:15]2[CH2:18][C:17]([F:20])([F:19])[CH2:16]2)[CH2:3][CH2:2]1.Cl.[NH2:22][C:23]1([CH2:39][C:40]([NH2:42])=[O:41])[CH2:28][CH2:27][N:26]([C:29]([O:31][CH2:32][C:33]2[CH:38]=[CH:37][CH:36]=[CH:35][CH:34]=2)=[O:30])[CH2:25][CH2:24]1.CN(C(ON1N=NC2C=CC=CC1=2)=[N+](C)C)C.[B-](F)(F)(F)F.CCN(C(C)C)C(C)C, predict the reaction product. The product is: [NH2:42][C:40](=[O:41])[CH2:39][C:23]1([NH:22][C:12]([C:10]2[CH:9]=[CH:8][C:7]([N:15]3[CH2:18][C:17]([F:20])([F:19])[CH2:16]3)=[C:6]([O:5][CH2:4][CH:1]3[CH2:2][CH2:3]3)[N:11]=2)=[O:14])[CH2:24][CH2:25][N:26]([C:29]([O:31][CH2:32][C:33]2[CH:38]=[CH:37][CH:36]=[CH:35][CH:34]=2)=[O:30])[CH2:27][CH2:28]1. (5) Given the reactants C(P(=O)(OCC)OCC)#N.[F:11][C:12]1[CH:13]=[C:14]2[C:18](=[CH:19][CH:20]=1)[N:17]([CH2:21][C:22]1[CH:27]=[CH:26][CH:25]=[C:24]([F:28])[CH:23]=1)[C:16]([C:29](O)=[O:30])=[CH:15]2.[NH2:32][C:33]1[CH:34]=[N:35][C:36]([N:39]2[CH2:43][CH2:42][CH2:41][CH2:40]2)=[CH:37][CH:38]=1.C(N(CC)CC)C, predict the reaction product. The product is: [N:39]1([C:36]2[N:35]=[CH:34][C:33]([NH:32][C:29]([C:16]3[N:17]([CH2:21][C:22]4[CH:27]=[CH:26][CH:25]=[C:24]([F:28])[CH:23]=4)[C:18]4[C:14]([CH:15]=3)=[CH:13][C:12]([F:11])=[CH:20][CH:19]=4)=[O:30])=[CH:38][CH:37]=2)[CH2:43][CH2:42][CH2:41][CH2:40]1. (6) Given the reactants [N+:1]([C:4]1[CH:9]=[CH:8][C:7]([N:10]2[N:14]=[N:13][CH:12]=[N:11]2)=[CH:6][CH:5]=1)([O-])=O.C(OCC)(=O)C, predict the reaction product. The product is: [N:11]1[N:10]([C:7]2[CH:8]=[CH:9][C:4]([NH2:1])=[CH:5][CH:6]=2)[N:14]=[N:13][CH:12]=1. (7) The product is: [C:4]([CH2:6][C:7]1[N:8]=[C:9]([S:12][CH2:30][C:29]([NH:28][CH2:27][C@@H:23]2[O:24][CH2:25][CH2:26][N:21]([CH2:20][C:19]3[CH:33]=[CH:34][C:35]([Cl:36])=[C:17]([Cl:16])[CH:18]=3)[CH2:22]2)=[O:32])[S:10][CH:11]=1)([OH:3])=[O:5]. Given the reactants C([O:3][C:4]([CH2:6][C:7]1[N:8]=[C:9]([SH:12])[S:10][CH:11]=1)=[O:5])C.O.[OH-].[Na+].[Cl:16][C:17]1[CH:18]=[C:19]([CH:33]=[CH:34][C:35]=1[Cl:36])[CH2:20][N:21]1[CH2:26][CH2:25][O:24][C@@H:23]([CH2:27][NH:28][C:29](=[O:32])[CH2:30]Cl)[CH2:22]1, predict the reaction product.